Dataset: Reaction yield outcomes from USPTO patents with 853,638 reactions. Task: Predict the reaction yield, written as a fraction of the theoretical maximum amount of product (1.0 means a 100% yield; for example, 0.34 means a 34% yield). (1) The reactants are [Cl:1][C:2]1[CH:7]=[CH:6][CH:5]=[C:4](S(C)(=O)=O)[N:3]=1.[C-]#N.[Na+].[CH3:15][N:16](C=O)C. The catalyst is O. The product is [Cl:1][C:2]1[CH:7]=[CH:6][CH:5]=[C:4]([C:15]#[N:16])[N:3]=1. The yield is 0.710. (2) The reactants are O=C(C1(C(F)(F)F)CC1)CC#[N:5].[C:13](=[N:26][NH:27][C:28]1[CH:29]=[N:30][C:31]([CH3:34])=[CH:32][CH:33]=1)([C:20]1[CH:25]=CC=[CH:22][CH:21]=1)[C:14]1[CH:19]=CC=CC=1.C1(C)C=CC(S(O)(=O)=O)=CC=1. The catalyst is C(O)C. The product is [CH3:25][C:20]1([C:13]2[CH:14]=[C:19]([NH2:5])[N:27]([C:28]3[CH:29]=[N:30][C:31]([CH3:34])=[CH:32][CH:33]=3)[N:26]=2)[CH2:21][CH2:22]1. The yield is 0.540. (3) The reactants are [NH2:1][C:2]1[N:7]=[C:6]([Cl:8])[CH:5]=[C:4](Cl)[N:3]=1.[N+:10]([C:13]1[CH:18]=[CH:17][C:16]([OH:19])=[CH:15][CH:14]=1)([O-:12])=[O:11].C(=O)([O-])[O-].[K+].[K+]. The catalyst is CN(C)C=O. The product is [Cl:8][C:6]1[CH:5]=[C:4]([O:19][C:16]2[CH:17]=[CH:18][C:13]([N+:10]([O-:12])=[O:11])=[CH:14][CH:15]=2)[N:3]=[C:2]([NH2:1])[N:7]=1. The yield is 0.920. (4) The reactants are F[C:2]1[C:3]([CH3:22])=[N:4][C:5]2[C:10]([N:11]=1)=[C:9]([C:12]1[NH:20][C:19]3[CH2:18][CH2:17][NH:16][C:15](=[O:21])[C:14]=3[CH:13]=1)[CH:8]=[CH:7][CH:6]=2.Cl.N[N:25]1[CH2:30][CH2:29][CH2:28][CH2:27][C:26]1=[O:31].CC[N:34](C(C)C)C(C)C. No catalyst specified. The product is [CH3:22][C:3]1[C:2]([NH:34][CH:27]2[CH2:28][CH2:29][CH2:30][NH:25][C:26]2=[O:31])=[N:11][C:10]2[C:5](=[CH:6][CH:7]=[CH:8][C:9]=2[C:12]2[NH:20][C:19]3[CH2:18][CH2:17][NH:16][C:15](=[O:21])[C:14]=3[CH:13]=2)[N:4]=1. The yield is 0.330. (5) The reactants are Cl[C:2]1[CH:11]=[C:10]([C:12]2[CH:17]=[CH:16][CH:15]=[CH:14][C:13]=2[CH3:18])[C:5]([C:6]([NH:8][CH3:9])=[O:7])=[CH:4][N:3]=1.[C:19]([O:23][C:24]([N:26]1[CH2:31][CH2:30][NH:29][CH2:28][CH2:27]1)=[O:25])([CH3:22])([CH3:21])[CH3:20].C(N(C(C)C)C(C)C)C. The catalyst is CN(C1C=CN=CC=1)C.ClCCl. The product is [C:19]([O:23][C:24]([N:26]1[CH2:31][CH2:30][N:29]([C:2]2[CH:11]=[C:10]([C:12]3[CH:17]=[CH:16][CH:15]=[CH:14][C:13]=3[CH3:18])[C:5]([C:6](=[O:7])[NH:8][CH3:9])=[CH:4][N:3]=2)[CH2:28][CH2:27]1)=[O:25])([CH3:22])([CH3:20])[CH3:21]. The yield is 0.480.